Dataset: Full USPTO retrosynthesis dataset with 1.9M reactions from patents (1976-2016). Task: Predict the reactants needed to synthesize the given product. (1) Given the product [Cl:1][C:2]1[CH:3]=[C:4]2[C:8](=[CH:9][CH:10]=1)[NH:7][CH:6]=[C:5]2[CH2:11][CH2:12][NH:13][C:14](=[O:22])[C:15]1[CH:20]=[CH:19][CH:18]=[C:17]([C:26]2[CH:27]=[CH:28][N:23]=[CH:24][CH:25]=2)[CH:16]=1, predict the reactants needed to synthesize it. The reactants are: [Cl:1][C:2]1[CH:3]=[C:4]2[C:8](=[CH:9][CH:10]=1)[NH:7][CH:6]=[C:5]2[CH2:11][CH2:12][NH:13][C:14](=[O:22])[C:15]1[CH:20]=[CH:19][CH:18]=[C:17](I)[CH:16]=1.[N:23]1[CH:28]=[CH:27][C:26](B(O)O)=[CH:25][CH:24]=1.C(=O)([O-])[O-].[Na+].[Na+]. (2) Given the product [O:1]1[CH2:2][CH2:3][N:4]([CH2:7][C:8]2[CH:9]=[CH:10][C:11]([C:14]#[C:15]/[CH:16]=[CH:17]/[C:18]3[CH:19]=[CH:20][C:21]([C:22]([OH:24])=[O:23])=[CH:26][CH:27]=3)=[CH:12][CH:13]=2)[CH2:5][CH2:6]1, predict the reactants needed to synthesize it. The reactants are: [O:1]1[CH2:6][CH2:5][N:4]([CH2:7][C:8]2[CH:13]=[CH:12][C:11]([C:14]#[C:15]/[CH:16]=[CH:17]/[C:18]3[CH:27]=[CH:26][C:21]([C:22]([O:24]C)=[O:23])=[CH:20][CH:19]=3)=[CH:10][CH:9]=2)[CH2:3][CH2:2]1.C1COCC1.CO.[OH-].[Li+]. (3) Given the product [CH3:19][O:18][C:13]1[CH:14]=[C:15]([C:10]([O:9][CH2:8][C:7]2[C:2]([C:30]3[N:26]([CH2:25][O:24][CH2:23][CH2:22][Si:21]([CH3:35])([CH3:34])[CH3:20])[N:27]=[CH:28][CH:29]=3)=[N:3][CH:4]=[CH:5][CH:6]=2)=[CH:11][N:12]=1)[CH:16]=[O:17], predict the reactants needed to synthesize it. The reactants are: Br[C:2]1[C:7]([CH2:8][O:9][C:10]2[C:15]([CH:16]=[O:17])=[CH:14][C:13]([O:18][CH3:19])=[N:12][CH:11]=2)=[CH:6][CH:5]=[CH:4][N:3]=1.[CH3:20][Si:21]([CH3:35])([CH3:34])[CH2:22][CH2:23][O:24][CH2:25][N:26]1[C:30](B(O)O)=[CH:29][CH:28]=[N:27]1.C([O-])([O-])=O.[K+].[K+].O1CCOCC1.